From a dataset of Peptide-MHC class I binding affinity with 185,985 pairs from IEDB/IMGT. Regression. Given a peptide amino acid sequence and an MHC pseudo amino acid sequence, predict their binding affinity value. This is MHC class I binding data. (1) The peptide sequence is FFSVLIARDQL. The MHC is Patr-A0901 with pseudo-sequence Patr-A0901. The binding affinity (normalized) is 0.298. (2) The peptide sequence is GPRWPRRMP. The MHC is HLA-B57:01 with pseudo-sequence HLA-B57:01. The binding affinity (normalized) is 0.0847. (3) The peptide sequence is FRISGRGGK. The MHC is HLA-A26:01 with pseudo-sequence HLA-A26:01. The binding affinity (normalized) is 0.0847. (4) The peptide sequence is NSTATLCLGH. The MHC is HLA-A33:01 with pseudo-sequence HLA-A33:01. The binding affinity (normalized) is 0. (5) The MHC is HLA-A68:02 with pseudo-sequence HLA-A68:02. The peptide sequence is FTLGIMAIA. The binding affinity (normalized) is 0.777. (6) The peptide sequence is IDPWIFQNF. The MHC is H-2-Dd with pseudo-sequence YVEYYRERAGNSFVDTAYLWAWFYTWAADAYEWY. The binding affinity (normalized) is 0.168. (7) The peptide sequence is ADASTPESANL. The MHC is Mamu-B01 with pseudo-sequence Mamu-B01. The binding affinity (normalized) is 0.112.